Task: Predict the reaction yield, written as a fraction of the theoretical maximum amount of product (1.0 means a 100% yield; for example, 0.34 means a 34% yield).. Dataset: Reaction yield outcomes from USPTO patents with 853,638 reactions (1) The catalyst is C1COCC1. The product is [CH:1]1([CH2:6][C@@H:7]2[CH2:8][N:10]([O:11][CH2:12][C:13]3[CH:18]=[CH:17][CH:16]=[CH:15][CH:14]=3)[C:19]2=[O:20])[CH2:5][CH2:4][CH2:3][CH2:2]1. The reactants are [CH:1]1([CH2:6][C@H:7]([CH2:19][OH:20])[C:8]([NH:10][O:11][CH2:12][C:13]2[CH:18]=[CH:17][CH:16]=[CH:15][CH:14]=2)=O)[CH2:5][CH2:4][CH2:3][CH2:2]1.C1(P(C2C=CC=CC=2)C2C=CC=CC=2)C=CC=CC=1.N(C(OC(C)C)=O)=NC(OC(C)C)=O. The yield is 0.810. (2) The reactants are Br[C:2]1[CH:3]=[C:4]2[C:8](=[CH:9][CH:10]=1)[NH:7][C:6]([C:11]([NH:13][C:14]1[CH:19]=[CH:18][CH:17]=[C:16]([F:20])[CH:15]=1)=[O:12])=[CH:5]2.[B:21]1([B:21]2[O:25][C:24]([CH3:27])([CH3:26])[C:23]([CH3:29])([CH3:28])[O:22]2)[O:25][C:24]([CH3:27])([CH3:26])[C:23]([CH3:29])([CH3:28])[O:22]1.C([O-])(=O)C.[K+]. The catalyst is O1CCOCC1.C(OCC)(=O)C.Cl[Pd](Cl)([P](C1C=CC=CC=1)(C1C=CC=CC=1)C1C=CC=CC=1)[P](C1C=CC=CC=1)(C1C=CC=CC=1)C1C=CC=CC=1. The product is [F:20][C:16]1[CH:15]=[C:14]([NH:13][C:11]([C:6]2[NH:7][C:8]3[C:4]([CH:5]=2)=[CH:3][C:2]([B:21]2[O:25][C:24]([CH3:27])([CH3:26])[C:23]([CH3:29])([CH3:28])[O:22]2)=[CH:10][CH:9]=3)=[O:12])[CH:19]=[CH:18][CH:17]=1. The yield is 0.990. (3) The product is [CH3:1][N:2]1[CH2:7][CH2:6][CH2:5][C@@H:4]([CH2:8][OH:9])[CH2:3]1. The yield is 0.940. The catalyst is CCOCC.C1COCC1. The reactants are [CH3:1][N:2]1[CH2:7][CH2:6][CH2:5][C@@H:4]([C:8](OCC)=[O:9])[CH2:3]1.[H-].[Al+3].[Li+].[H-].[H-].[H-].O.[OH-].[Na+].